Dataset: Peptide-MHC class II binding affinity with 134,281 pairs from IEDB. Task: Regression. Given a peptide amino acid sequence and an MHC pseudo amino acid sequence, predict their binding affinity value. This is MHC class II binding data. (1) The peptide sequence is KYNLNRAMMLDDLTM. The binding affinity (normalized) is 0.210. The MHC is H-2-IAb with pseudo-sequence H-2-IAb. (2) The peptide sequence is LKRLWKMLDPRQGLAHHHHHH. The MHC is DRB1_0404 with pseudo-sequence DRB1_0404. The binding affinity (normalized) is 0.674. (3) The peptide sequence is SKAALTSKLDAAYKL. The MHC is DRB1_0301 with pseudo-sequence DRB1_0301. The binding affinity (normalized) is 0.297. (4) The peptide sequence is RGFRKEIGRMLNILN. The MHC is DRB1_1101 with pseudo-sequence DRB1_1101. The binding affinity (normalized) is 0.648. (5) The peptide sequence is LAVAWMILRAITFTTTSNV. The MHC is DRB1_0301 with pseudo-sequence DRB1_0301. The binding affinity (normalized) is 0.200. (6) The peptide sequence is PVGFFTALAVLIECH. The MHC is HLA-DQA10101-DQB10501 with pseudo-sequence HLA-DQA10101-DQB10501. The binding affinity (normalized) is 0.618. (7) The peptide sequence is DPTLDHHWHLWKKTYGKQYK. The MHC is DRB1_0101 with pseudo-sequence DRB1_0101. The binding affinity (normalized) is 0.